Dataset: Full USPTO retrosynthesis dataset with 1.9M reactions from patents (1976-2016). Task: Predict the reactants needed to synthesize the given product. (1) Given the product [C:16]1([C:3]2[C:2]([C:31]3[CH:32]=[CH:33][C:28]([C:22]4[CH:27]=[CH:26][CH:25]=[CH:24][CH:23]=4)=[CH:29][CH:30]=3)=[N:11][C:10]3[C:5](=[CH:6][CH:7]=[C:8]([C:12]([OH:14])=[O:13])[CH:9]=3)[N:4]=2)[CH:17]=[CH:18][CH:19]=[CH:20][CH:21]=1, predict the reactants needed to synthesize it. The reactants are: Br[C:2]1[C:3]([C:16]2[CH:21]=[CH:20][CH:19]=[CH:18][CH:17]=2)=[N:4][C:5]2[C:10]([N:11]=1)=[CH:9][C:8]([C:12]([O:14]C)=[O:13])=[CH:7][CH:6]=2.[C:22]1([C:28]2[CH:33]=[CH:32][C:31](B(O)O)=[CH:30][CH:29]=2)[CH:27]=[CH:26][CH:25]=[CH:24][CH:23]=1. (2) Given the product [C:1]([NH:8][CH2:9][CH:10]=[O:13])([O:3][C:4]([CH3:5])([CH3:6])[CH3:7])=[O:2], predict the reactants needed to synthesize it. The reactants are: [C:1]([NH:8][CH2:9][CH:10]([OH:13])CO)([O:3][C:4]([CH3:7])([CH3:6])[CH3:5])=[O:2].I([O-])(=O)(=O)=O.[K+].